Dataset: Forward reaction prediction with 1.9M reactions from USPTO patents (1976-2016). Task: Predict the product of the given reaction. (1) Given the reactants [CH3:1][O:2][C:3]1[CH:8]=[CH:7][C:6]([CH2:9][CH2:10][OH:11])=[C:5]([N+:12]([O-:14])=[O:13])[CH:4]=1.[H-].[Na+].I[CH3:18], predict the reaction product. The product is: [CH3:1][O:2][C:3]1[CH:8]=[CH:7][C:6]([CH2:9][CH2:10][O:11][CH3:18])=[C:5]([N+:12]([O-:14])=[O:13])[CH:4]=1. (2) Given the reactants [CH3:1][C:2]([CH3:19])([CH2:7]OS(C1C=CC(C)=CC=1)(=O)=O)[C:3]([O:5][CH3:6])=[O:4].[C:20]1([OH:26])[CH:25]=[CH:24][CH:23]=[CH:22][CH:21]=1.C(=O)([O-])[O-].[K+].[K+].CN(C)C(=O)C, predict the reaction product. The product is: [CH3:1][C:2]([CH3:19])([CH2:7][O:26][C:20]1[CH:25]=[CH:24][CH:23]=[CH:22][CH:21]=1)[C:3]([O:5][CH3:6])=[O:4]. (3) Given the reactants Cl.[C:2]([C:5]1[CH:6]=[C:7]([C:11]2[N:12]=[CH:13][N:14]([C:16]([N:18]([CH3:25])[CH:19]3[CH2:24][CH2:23][NH:22][CH2:21][CH2:20]3)=[O:17])[CH:15]=2)[CH:8]=[CH:9][CH:10]=1)(=[O:4])[NH2:3].C(N(CC)C(C)C)(C)C.[F:35][C:36]1[CH:43]=[CH:42][C:39]([CH:40]=O)=[CH:38][C:37]=1[O:44][CH3:45].[Na].C(O)(=O)C, predict the reaction product. The product is: [C:2]([C:5]1[CH:6]=[C:7]([C:11]2[N:12]=[CH:13][N:14]([C:16]([N:18]([CH:19]3[CH2:24][CH2:23][N:22]([CH2:40][C:39]4[CH:42]=[CH:43][C:36]([F:35])=[C:37]([O:44][CH3:45])[CH:38]=4)[CH2:21][CH2:20]3)[CH3:25])=[O:17])[CH:15]=2)[CH:8]=[CH:9][CH:10]=1)(=[O:4])[NH2:3]. (4) The product is: [O:11]([C:18]1[CH:19]=[CH:20][C:21]([O:24][C:2]2[C:3]3[NH:10][N:9]=[CH:8][C:4]=3[N:5]=[CH:6][N:7]=2)=[CH:22][CH:23]=1)[C:12]1[CH:13]=[CH:14][CH:15]=[CH:16][CH:17]=1. Given the reactants Cl[C:2]1[C:3]2[NH:10][N:9]=[CH:8][C:4]=2[N:5]=[CH:6][N:7]=1.[O:11]([C:18]1[CH:23]=[CH:22][C:21]([OH:24])=[CH:20][CH:19]=1)[C:12]1[CH:17]=[CH:16][CH:15]=[CH:14][CH:13]=1.C(=O)([O-])[O-].[Cs+].[Cs+].CN(C=O)C, predict the reaction product. (5) Given the reactants [CH3:1][C:2]1[N:3]=[C:4]([N:12]2[CH2:16][C@H:15]([CH3:17])[NH:14][C:13]2=[O:18])[S:5][C:6]=1[C:7]([O:9][CH2:10][CH3:11])=[O:8].C(=O)([O-])[O-].[Cs+].[Cs+].[F:25][C:26]1[CH:33]=[CH:32][C:29]([CH2:30]Br)=[CH:28][CH:27]=1, predict the reaction product. The product is: [F:25][C:26]1[CH:33]=[CH:32][C:29]([CH2:30][N:14]2[C@@H:15]([CH3:17])[CH2:16][N:12]([C:4]3[S:5][C:6]([C:7]([O:9][CH2:10][CH3:11])=[O:8])=[C:2]([CH3:1])[N:3]=3)[C:13]2=[O:18])=[CH:28][CH:27]=1. (6) Given the reactants [Cl:1][C:2]1[N:7]=[N:6][C:5]([NH:8][NH2:9])=[CH:4][CH:3]=1.[N+:10]([C:13]1[CH:21]=[CH:20][C:16]([C:17](O)=[O:18])=[CH:15][CH:14]=1)([O-:12])=[O:11].Cl.C1COCC1, predict the reaction product. The product is: [Cl:1][C:2]1[N:7]=[N:6][C:5]([NH:8][NH:9][C:17](=[O:18])[C:16]2[CH:15]=[CH:14][C:13]([N+:10]([O-:12])=[O:11])=[CH:21][CH:20]=2)=[CH:4][CH:3]=1. (7) Given the reactants [Br:1][C:2]1[CH:7]=[CH:6][C:5]([CH:8]=O)=[CH:4][N:3]=1.[NH:10]1[CH2:15][CH2:14][O:13][CH2:12][CH2:11]1.C(O)(=O)C.C([BH3-])#N.[Na+], predict the reaction product. The product is: [Br:1][C:2]1[N:3]=[CH:4][C:5]([CH2:8][N:10]2[CH2:15][CH2:14][O:13][CH2:12][CH2:11]2)=[CH:6][CH:7]=1. (8) Given the reactants [Cl:1][C:2]1[CH:34]=[CH:33][C:5]2[S:6][C:7]3[CH:32]=[CH:31][CH:30]=[CH:29][C:8]=3[C:9]3[N:10](COCC[Si](C)(C)C)[C:11]([CH2:14][O:15][CH2:16][CH2:17][N:18]([CH3:20])[CH3:19])=[N:12][C:13]=3[C:4]=2[CH:3]=1.C(=O)([O-])O.[Na+], predict the reaction product. The product is: [Cl:1][C:2]1[CH:34]=[CH:33][C:5]2[S:6][C:7]3[CH:32]=[CH:31][CH:30]=[CH:29][C:8]=3[C:9]3[NH:10][C:11]([CH2:14][O:15][CH2:16][CH2:17][N:18]([CH3:20])[CH3:19])=[N:12][C:13]=3[C:4]=2[CH:3]=1. (9) Given the reactants [CH3:1][O:2][C:3]1[CH:8]=[CH:7][C:6]([N:9]2[CH:13]=[CH:12][C:11](C(OCC)=O)=[N:10]2)=[CH:5][CH:4]=1.C(N(CC)CC)C.ClC(OCC(C)C)=O.Cl.NO, predict the reaction product. The product is: [CH3:1][O:2][C:3]1[CH:4]=[CH:5][C:6]([N:9]2[CH:13]=[CH:12][CH:11]=[N:10]2)=[CH:7][CH:8]=1.